This data is from Forward reaction prediction with 1.9M reactions from USPTO patents (1976-2016). The task is: Predict the product of the given reaction. (1) Given the reactants S1C2C=CC=CC=2C(N2CCN(CC[C:18]3[CH:19]=[C:20]4[C:24](=[CH:25][C:26]=3[Cl:27])[NH:23][C:22](=[O:28])[CH2:21]4)CC2)=N1.CO.Cl, predict the reaction product. The product is: [OH2:28].[ClH:27].[Cl:27][C:26]1[CH:25]=[C:24]2[C:20]([CH2:21][C:22](=[O:28])[NH:23]2)=[CH:19][CH:18]=1. (2) Given the reactants [CH3:1][C:2]1[CH:7]=[CH:6][C:5]([S:8]([NH:11][C:12]2[CH:17]=[CH:16][CH:15]=[CH:14][CH:13]=2)(=[O:10])=[O:9])=[CH:4][C:3]=1[NH:18][C:19]([CH2:21][C:22]1[CH:29]=[CH:28][C:25]([C:26]#[N:27])=[CH:24][CH:23]=1)=[O:20].Cl.C(=O)([O-])[O-].[NH4+:35].[NH4+], predict the reaction product. The product is: [CH3:1][C:2]1[CH:7]=[CH:6][C:5]([S:8]([NH:11][C:12]2[CH:13]=[CH:14][CH:15]=[CH:16][CH:17]=2)(=[O:9])=[O:10])=[CH:4][C:3]=1[NH:18][C:19]([CH2:21][C:22]1[CH:23]=[CH:24][C:25]([C:26]([NH2:35])=[NH:27])=[CH:28][CH:29]=1)=[O:20]. (3) Given the reactants [Cl:1][C:2]1[CH:7]=[CH:6][C:5]([N:8]=[C:9]=[O:10])=[CH:4][C:3]=1[C:11]([F:14])([F:13])[F:12].C1(C)C=CC=CC=1.CO.C(Cl)(=O)C.[NH2:28][C:29]1[CH:45]=[CH:44][C:32]([O:33][C:34]2[CH:39]=[CH:38][N:37]=[C:36]([C:40]([NH:42][CH3:43])=[O:41])[CH:35]=2)=[CH:31][C:30]=1[F:46], predict the reaction product. The product is: [OH2:10].[Cl:1][C:2]1[CH:7]=[CH:6][C:5]([NH:8][C:9]([NH:28][C:29]2[CH:45]=[CH:44][C:32]([O:33][C:34]3[CH:39]=[CH:38][N:37]=[C:36]([C:40]([NH:42][CH3:43])=[O:41])[CH:35]=3)=[CH:31][C:30]=2[F:46])=[O:10])=[CH:4][C:3]=1[C:11]([F:12])([F:13])[F:14]. (4) Given the reactants [Mg].Br[CH2:3][CH2:4]Br.Br[C:7]1C=N[CH:10]=[CH:11][CH:12]=1.Cl[C:14]1[C:23]2[C:18](=[C:19]([O:26][CH:27]3[CH2:31][CH2:30]OC3)[C:20]([O:24][CH3:25])=[CH:21][CH:22]=2)[CH:17]=[N:16][N:15]=1.[O:32]1CCC[CH2:33]1, predict the reaction product. The product is: [CH3:25][O:24][C:20]1[C:19]([O:26][CH:27]2[CH2:31][CH2:30][CH2:33][O:32]2)=[C:18]2[C:23](=[CH:22][CH:21]=1)[C:14]([C:4]1[CH:3]=[CH:10][CH:11]=[CH:12][CH:7]=1)=[N:15][N:16]=[CH:17]2. (5) Given the reactants C[O-].[Na+].[NH2:4][C:5]1[CH:6]=[C:7]([C:12]2[C:13]3[C:20]([C:21]([O:23][CH2:24]C)=[O:22])=[CH:19][NH:18][C:14]=3[N:15]=[CH:16][N:17]=2)[CH:8]=[CH:9][C:10]=1[F:11].Cl, predict the reaction product. The product is: [NH2:4][C:5]1[CH:6]=[C:7]([C:12]2[C:13]3[C:20]([C:21]([O:23][CH3:24])=[O:22])=[CH:19][NH:18][C:14]=3[N:15]=[CH:16][N:17]=2)[CH:8]=[CH:9][C:10]=1[F:11]. (6) Given the reactants [CH2:1]([O:3][C:4]([C:6]1[NH:7][C:8]2[C:13]([CH:14]=1)=[CH:12][C:11]([O:15]C)=[C:10]([Cl:17])[CH:9]=2)=[O:5])[CH3:2].B(Br)(Br)Br, predict the reaction product. The product is: [CH2:1]([O:3][C:4]([C:6]1[NH:7][C:8]2[C:13]([CH:14]=1)=[CH:12][C:11]([OH:15])=[C:10]([Cl:17])[CH:9]=2)=[O:5])[CH3:2]. (7) Given the reactants [Br:1][C:2]1[C:3]2[CH:4]=[CH:5][CH:6]=[N:7][C:8]=2[C:9](=[O:12])[NH:10][CH:11]=1.[CH2:13](Br)[C:14]1[CH:19]=[CH:18][CH:17]=[CH:16][CH:15]=1.C([O-])([O-])=O.[Cs+].[Cs+], predict the reaction product. The product is: [CH2:13]([N:10]1[C:9](=[O:12])[C:8]2[N:7]=[CH:6][CH:5]=[CH:4][C:3]=2[C:2]([Br:1])=[CH:11]1)[C:14]1[CH:19]=[CH:18][CH:17]=[CH:16][CH:15]=1.